From a dataset of Reaction yield outcomes from USPTO patents with 853,638 reactions. Predict the reaction yield, written as a fraction of the theoretical maximum amount of product (1.0 means a 100% yield; for example, 0.34 means a 34% yield). (1) The reactants are [C:1]([NH:9][C:10]1[S:11][CH2:12][CH:13]2[CH2:18][N:17]([C:19](OCC3C=CC=CC=3)=O)[CH2:16][C:14]2([C:29]2[CH:34]=[CH:33][CH:32]=[C:31]([Br:35])[CH:30]=2)[N:15]=1)(=[O:8])[C:2]1[CH:7]=[CH:6][CH:5]=[CH:4][CH:3]=1.I[Si](C)(C)C.C(N(C(C)C)CC)(C)C.[F:50][C:51]1[CH:52]=[N:53]C(Cl)=[N:55][CH:56]=1. The catalyst is C(#N)C. The product is [Br:35][C:31]1[CH:30]=[C:29]([C:14]23[CH2:16][N:17]([C:19]4[N:53]=[CH:52][C:51]([F:50])=[CH:56][N:55]=4)[CH2:18][CH:13]2[CH2:12][S:11][C:10]([NH:9][C:1](=[O:8])[C:2]2[CH:3]=[CH:4][CH:5]=[CH:6][CH:7]=2)=[N:15]3)[CH:34]=[CH:33][CH:32]=1. The yield is 0.730. (2) The reactants are [CH3:1][C:2]([CH3:40])([CH3:39])[C:3](=O)[CH2:4][N:5]1[C:10](=[O:11])[C:9]([CH2:12][C:13]2[CH:18]=[CH:17][C:16]([C:19]3[CH:24]=[CH:23][CH:22]=[CH:21][C:20]=3[C:25]3[NH:29][C:28](=[O:30])[O:27][N:26]=3)=[CH:15][CH:14]=2)=[C:8]([CH2:31][CH2:32][CH3:33])[N:7]2[N:34]=[C:35]([CH3:37])[N:36]=[C:6]12.Cl.[NH2:42][O:43][CH3:44].N1C=CC=CC=1.Cl. The catalyst is O.C(OCC)(=O)C. The product is [CH3:44][O:43]/[N:42]=[C:3](/[C:2]([CH3:39])([CH3:1])[CH3:40])\[CH2:4][N:5]1[C:10](=[O:11])[C:9]([CH2:12][C:13]2[CH:14]=[CH:15][C:16]([C:19]3[CH:24]=[CH:23][CH:22]=[CH:21][C:20]=3[C:25]3[NH:29][C:28](=[O:30])[O:27][N:26]=3)=[CH:17][CH:18]=2)=[C:8]([CH2:31][CH2:32][CH3:33])[N:7]2[N:34]=[C:35]([CH3:37])[N:36]=[C:6]12. The yield is 0.490. (3) The reactants are [F:1][C:2]([F:12])([F:11])[O:3][C:4]1[CH:5]=[C:6]([OH:10])[CH:7]=[CH:8][CH:9]=1.Br[CH2:14][CH2:15][OH:16].C(=O)([O-])[O-].[K+].[K+]. The catalyst is CN(C=O)C. The product is [F:1][C:2]([F:11])([F:12])[O:3][C:4]1[CH:5]=[C:6]([CH:7]=[CH:8][CH:9]=1)[O:10][CH2:14][CH2:15][OH:16]. The yield is 0.945.